Task: Predict the product of the given reaction.. Dataset: Forward reaction prediction with 1.9M reactions from USPTO patents (1976-2016) (1) Given the reactants [NH2:1][C:2]1[C:7]([C:8]#[N:9])=[C:6]([CH:10]2[CH2:15][CH2:14][N:13]([C:16]([O:18][C:19]([CH3:22])([CH3:21])[CH3:20])=[O:17])[CH2:12][CH2:11]2)[C:5]([C:23]#[N:24])=[C:4]([SH:25])[N:3]=1.Cl[CH2:27][C:28]1[N:29]=[C:30]([NH:33][C:34]2[CH:39]=[CH:38][C:37]([F:40])=[CH:36][CH:35]=2)[S:31][CH:32]=1.C(=O)(O)[O-].[Na+], predict the reaction product. The product is: [NH2:1][C:2]1[C:7]([C:8]#[N:9])=[C:6]([CH:10]2[CH2:15][CH2:14][N:13]([C:16]([O:18][C:19]([CH3:20])([CH3:21])[CH3:22])=[O:17])[CH2:12][CH2:11]2)[C:5]([C:23]#[N:24])=[C:4]([S:25][CH2:27][C:28]2[N:29]=[C:30]([NH:33][C:34]3[CH:39]=[CH:38][C:37]([F:40])=[CH:36][CH:35]=3)[S:31][CH:32]=2)[N:3]=1. (2) Given the reactants Cl[C:2]1[C:11]2[C:6](=[N:7][CH:8]=[C:9]([Cl:12])[CH:10]=2)[NH:5][C:4](=[O:13])[C:3]=1[C:14]#[N:15].[O:16]1[CH:20]=[CH:19][CH:18]=[C:17]1[C:21]([N:23]1[CH2:28][CH2:27][NH:26][CH2:25][CH2:24]1)=[O:22], predict the reaction product. The product is: [Cl:12][C:9]1[CH:10]=[C:11]2[C:6](=[N:7][CH:8]=1)[NH:5][C:4](=[O:13])[C:3]([C:14]#[N:15])=[C:2]2[N:26]1[CH2:27][CH2:28][N:23]([C:21]([C:17]2[O:16][CH:20]=[CH:19][CH:18]=2)=[O:22])[CH2:24][CH2:25]1. (3) The product is: [CH3:24][O:25][C:26]1[CH:27]=[CH:28][C:29]2[N:30]([N:36]=[C:37]([C:50]3[CH:55]=[CH:54][CH:53]=[CH:52][CH:51]=3)[C:38]=2[CH2:39][C:40]2[CH:48]=[CH:47][CH:46]=[C:45]3[C:41]=2[CH2:42][O:43][C:44]3=[O:49])[CH:31]=1. Given the reactants [F-].C([N+](CCCC)(CCCC)CCCC)CCC.O1CCCC1.[CH3:24][O:25][C:26]1[CH:27]=[CH:28][C:29]2[N:30]([N:36]=[C:37]([C:50]3[CH:55]=[CH:54][CH:53]=[CH:52][CH:51]=3)[C:38]=2[CH2:39][C:40]2[CH:48]=[CH:47][CH:46]=[C:45]3[C:41]=2[CH2:42][O:43][C:44]3=[O:49])[C:31]=1[Si](C)(C)C.[Cl-].[NH4+], predict the reaction product. (4) The product is: [CH3:12][O:13][C:14]([C:15]([CH3:28])([CH3:27])[CH2:16][C:17]1[CH:18]=[C:19]([CH3:26])[C:20]([C:24]2[NH:1][C:2]3[CH:3]=[C:4]([C:9]([OH:11])=[O:10])[CH:5]=[CH:6][C:7]=3[N:8]=2)=[C:21]([CH3:23])[CH:22]=1)=[O:29]. Given the reactants [NH2:1][C:2]1[CH:3]=[C:4]([C:9]([OH:11])=[O:10])[CH:5]=[CH:6][C:7]=1[NH2:8].[CH3:12][O:13][C:14](=[O:29])[C:15]([CH3:28])([CH3:27])[CH2:16][C:17]1[CH:22]=[C:21]([CH3:23])[C:20]([CH:24]=O)=[C:19]([CH3:26])[CH:18]=1.OOS([O-])=O.[K+].O, predict the reaction product. (5) Given the reactants [N+:1]([C:4]1[CH:5]=[CH:6][CH:7]=[C:8]2[C:13]=1[N:12]=[CH:11][CH:10]=[CH:9]2)([O-])=O.[H][H], predict the reaction product. The product is: [NH:12]1[C:13]2[C:8](=[CH:7][CH:6]=[CH:5][C:4]=2[NH2:1])[CH2:9][CH2:10][CH2:11]1. (6) Given the reactants [C:1](=[O:4])([O-])[OH:2].[Na+].Cl.[NH2:7]O.[C:9]([C:11]1[C:12](=[O:39])[N:13]([CH:17]2[CH:23]([C:24]3[CH:29]=[CH:28][C:27]([Cl:30])=[C:26]([Cl:31])[CH:25]=3)[O:22][CH2:21][CH2:20][N:19]([C:32]([O:34][C:35]([CH3:38])([CH3:37])[CH3:36])=[O:33])[CH2:18]2)[CH:14]=[CH:15][CH:16]=1)#[N:10].O, predict the reaction product. The product is: [Cl:31][C:26]1[CH:25]=[C:24]([CH:23]2[O:22][CH2:21][CH2:20][N:19]([C:32]([O:34][C:35]([CH3:36])([CH3:38])[CH3:37])=[O:33])[CH2:18][CH:17]2[N:13]2[CH:14]=[CH:15][CH:16]=[C:11]([C:9]3[NH:7][C:1](=[O:4])[O:2][N:10]=3)[C:12]2=[O:39])[CH:29]=[CH:28][C:27]=1[Cl:30]. (7) The product is: [O:5]=[C:4]([CH:6]1[C:11]([CH3:12])([CH3:13])[CH2:10][CH:9]=[CH:8][CH:7]1[CH3:14])[CH2:3][CH:2]([S:17][CH2:16][C:15]([O:19][CH2:20][CH:21]([OH:22])[CH2:23][OH:24])=[O:18])[CH3:1]. Given the reactants [CH3:1]/[CH:2]=[CH:3]/[C:4]([CH:6]1[C:11]([CH3:13])([CH3:12])[CH2:10][CH:9]=[CH:8][CH:7]1[CH3:14])=[O:5].[C:15]([O:19][CH2:20][CH:21]([CH2:23][OH:24])[OH:22])(=[O:18])[CH2:16][SH:17], predict the reaction product. (8) Given the reactants [CH3:1][O:2][C:3]1[C:23]([O:24][CH3:25])=[C:22]([O:26][CH3:27])[CH:21]=[CH:20][C:4]=1[CH2:5][CH:6]1[C:15]2[C:10](=[CH:11][C:12]([O:18][CH3:19])=[C:13]([O:16][CH3:17])[CH:14]=2)[CH2:9][CH2:8][NH:7]1.Br[CH2:29][C:30](Br)=[O:31].[NH2:33][C@@H:34]1[C:42]2[C:37](=[CH:38][CH:39]=[CH:40][CH:41]=2)[CH2:36][C@@H:35]1[OH:43], predict the reaction product. The product is: [CH3:1][O:2][C:3]1[C:23]([O:24][CH3:25])=[C:22]([O:26][CH3:27])[CH:21]=[CH:20][C:4]=1[CH2:5][CH:6]1[C:15]2[C:10](=[CH:11][C:12]([O:18][CH3:19])=[C:13]([O:16][CH3:17])[CH:14]=2)[CH2:9][CH2:8][N:7]1[CH2:29][C:30]([NH:33][C@@H:34]1[C:42]2[C:37](=[CH:38][CH:39]=[CH:40][CH:41]=2)[CH2:36][C@@H:35]1[OH:43])=[O:31].